Dataset: Catalyst prediction with 721,799 reactions and 888 catalyst types from USPTO. Task: Predict which catalyst facilitates the given reaction. Reactant: [Br:1][C:2]1[CH:23]=[CH:22][C:5]([C:6]([NH:8][NH:9][C:10]([C@H:12]2[CH2:17][CH2:16][C@H:15]([C:18]([O:20][CH3:21])=[O:19])[CH2:14][CH2:13]2)=O)=O)=[CH:4][CH:3]=1.C1COCC1.P12(SP3(SP(SP(S3)(S1)=S)(=S)S2)=S)=[S:30].[OH-].[Na+]. Product: [Br:1][C:2]1[CH:23]=[CH:22][C:5]([C:6]2[S:30][C:10]([C@H:12]3[CH2:17][CH2:16][C@H:15]([C:18]([O:20][CH3:21])=[O:19])[CH2:14][CH2:13]3)=[N:9][N:8]=2)=[CH:4][CH:3]=1. The catalyst class is: 6.